This data is from Forward reaction prediction with 1.9M reactions from USPTO patents (1976-2016). The task is: Predict the product of the given reaction. Given the reactants C([O:4][C@@H:5]([C:7]1[N:11]=[C:10]([C:12]2[CH:17]=[CH:16][CH:15]=[C:14]([Cl:18])[CH:13]=2)[O:9][N:8]=1)[CH3:6])(=O)C.O.[OH-].[Li+], predict the reaction product. The product is: [Cl:18][C:14]1[CH:13]=[C:12]([C:10]2[O:9][N:8]=[C:7]([C@H:5]([OH:4])[CH3:6])[N:11]=2)[CH:17]=[CH:16][CH:15]=1.